From a dataset of Catalyst prediction with 721,799 reactions and 888 catalyst types from USPTO. Predict which catalyst facilitates the given reaction. (1) Reactant: [N+:1]([C:4]1[CH:9]=[CH:8][C:7]([N:10]2[CH2:15][CH2:14][CH:13]([C:16]([OH:18])=O)[CH2:12][CH2:11]2)=[CH:6][CH:5]=1)([O-:3])=[O:2].[NH:19]1[CH2:24][CH2:23][O:22][CH2:21][CH2:20]1.Cl.C([N:28]=C=NCCCN(C)C)C.O.ON1C2C=CC=CC=2N=N1. Product: [N+:1]([C:4]1[CH:5]=[CH:6][C:7]([N:10]2[CH2:15][CH2:14][CH2:13][CH2:12][CH2:11]2)=[CH:8][CH:9]=1)([O-:3])=[O:2].[N:19]1([C:16]([NH2:28])=[O:18])[CH2:24][CH2:23][O:22][CH2:21][CH2:20]1. The catalyst class is: 35. (2) Reactant: [Cl:1][C:2]1[C:17]([CH3:18])=[CH:16][C:5]([NH:6][C:7]([O:9][C:10]2[CH:15]=[CH:14][CH:13]=[CH:12][CH:11]=2)=[O:8])=[C:4]([F:19])[CH:3]=1.FC(F)(F)C(OC(=O)C(F)(F)F)=O.[N+:33]([O-])([O-:35])=[O:34].[N+]([O-])([O-])=O.[NH4+].C(=O)(O)[O-].[Na+]. Product: [Cl:1][C:2]1[C:17]([CH3:18])=[C:16]([N+:33]([O-:35])=[O:34])[C:5]([NH:6][C:7]([O:9][C:10]2[CH:15]=[CH:14][CH:13]=[CH:12][CH:11]=2)=[O:8])=[C:4]([F:19])[CH:3]=1. The catalyst class is: 146. (3) Reactant: [Cl:1][C:2]1[C:7]([C:8]2[CH:13]=[CH:12][CH:11]=[CH:10][CH:9]=2)=[C:6](Cl)[N:5]2[N:15]=[C:16]([CH3:18])[N:17]=[C:4]2[N:3]=1.[CH:19]([NH2:22])([CH3:21])[CH3:20]. Product: [Cl:1][C:2]1[C:7]([C:8]2[CH:13]=[CH:12][CH:11]=[CH:10][CH:9]=2)=[C:6]([NH:22][CH:19]([CH3:21])[CH3:20])[N:5]2[N:15]=[C:16]([CH3:18])[N:17]=[C:4]2[N:3]=1. The catalyst class is: 18. (4) Reactant: [CH3:1][O:2][C:3](=[O:36])[CH:4]([P:30]([O:34]C)([O:32]C)=[O:31])[CH2:5][C:6]([CH3:29])=[CH:7][CH2:8][C:9]1[C:10]([O:22]CC[Si](C)(C)C)=[C:11]2[C:15](=[C:16]([CH3:20])[C:17]=1[O:18][CH3:19])[CH2:14][O:13][C:12]2=[O:21].C[Si](Br)(C)C.N1C(C)=CC=CC=1C. Product: [CH3:1][O:2][C:3](=[O:36])[CH:4]([P:30]([OH:34])([OH:32])=[O:31])[CH2:5][C:6]([CH3:29])=[CH:7][CH2:8][C:9]1[C:10]([OH:22])=[C:11]2[C:15](=[C:16]([CH3:20])[C:17]=1[O:18][CH3:19])[CH2:14][O:13][C:12]2=[O:21]. The catalyst class is: 10. (5) Reactant: [CH3:1][C:2]1[CH:3]=[CH:4][C:5]([NH2:8])=[N:6][CH:7]=1.[Al](Cl)(C)C.[CH3:13][N:14]([CH3:39])[C:15]([C:17]1[N:22]=[CH:21][C:20]([O:23][C:24]2[C:29]3[CH:30]=[C:31]([CH3:33])[O:32][C:28]=3[CH:27]=[C:26]([C:34](OCC)=[O:35])[CH:25]=2)=[CH:19][CH:18]=1)=[O:16]. Product: [CH3:39][N:14]([CH3:13])[C:15]([C:17]1[CH:18]=[CH:19][C:20]([O:23][C:24]2[C:29]3[CH:30]=[C:31]([CH3:33])[O:32][C:28]=3[CH:27]=[C:26]([C:34]([NH:8][C:5]3[CH:4]=[CH:3][C:2]([CH3:1])=[CH:7][N:6]=3)=[O:35])[CH:25]=2)=[CH:21][N:22]=1)=[O:16]. The catalyst class is: 279. (6) Reactant: [Br:1][C:2]1[CH:9]=[CH:8][C:5]([CH:6]=O)=[C:4]([Cl:10])[CH:3]=1.Cl.[CH3:12][O:13][C:14](=[O:17])[CH2:15][NH2:16].C(N(CC)CC)C.[BH4-].[Na+]. Product: [Br:1][C:2]1[CH:9]=[CH:8][C:5]([CH2:6][NH:16][CH2:15][C:14]([O:13][CH3:12])=[O:17])=[C:4]([Cl:10])[CH:3]=1. The catalyst class is: 8. (7) The catalyst class is: 1. Product: [C:11]([SiH2:15][O:16][C:17]([CH3:36])([CH3:35])[C@@H:18]1[O:22][C:21](=[O:23])[N:20]([C:24]2[CH:33]=[CH:32][C:31]3[C:30](=[CH2:1])[CH2:29][CH2:28][CH2:27][C:26]=3[CH:25]=2)[CH2:19]1)([CH3:13])([CH3:12])[CH3:14]. Reactant: [CH3:1][Si](C)(C)[N-][Si](C)(C)C.[K+].[C:11]([SiH2:15][O:16][C:17]([CH3:36])([CH3:35])[C@@H:18]1[O:22][C:21](=[O:23])[N:20]([C:24]2[CH:33]=[CH:32][C:31]3[C:30](=O)[CH2:29][CH2:28][CH2:27][C:26]=3[CH:25]=2)[CH2:19]1)([CH3:14])([CH3:13])[CH3:12]. (8) Reactant: [CH2:1]([O:5][C:6]1[C:15]2[C:10](=[CH:11][CH:12]=[C:13](/[CH:16]=[CH:17]/[C:18]([NH2:20])=[O:19])[CH:14]=2)[C:9](=[O:21])[N:8]([CH2:22][C:23]([CH3:26])([CH3:25])[CH3:24])[C:7]=1[CH2:27][NH:28]C(OC(C)(C)C)=O)[CH2:2][CH2:3][CH3:4].[ClH:36]. Product: [ClH:36].[NH2:28][CH2:27][C:7]1[N:8]([CH2:22][C:23]([CH3:24])([CH3:26])[CH3:25])[C:9](=[O:21])[C:10]2[C:15]([C:6]=1[O:5][CH2:1][CH2:2][CH2:3][CH3:4])=[CH:14][C:13](/[CH:16]=[CH:17]/[C:18]([NH2:20])=[O:19])=[CH:12][CH:11]=2. The catalyst class is: 13.